Dataset: Reaction yield outcomes from USPTO patents with 853,638 reactions. Task: Predict the reaction yield, written as a fraction of the theoretical maximum amount of product (1.0 means a 100% yield; for example, 0.34 means a 34% yield). The reactants are Br[C:2]1[CH:9]=[CH:8][C:5]([CH2:6][OH:7])=[CH:4][C:3]=1[CH3:10].[C:11]([C:13]1[CH:18]=[CH:17][CH:16]=[CH:15][C:14]=1OB(O)O)#[N:12].ClCCl.C(=O)([O-])[O-].[Na+].[Na+]. The catalyst is [Br-].C([N+](CCCC)(CCCC)CCCC)CCC.C1C=CC(P(C2C=CC=CC=2)[C-]2C=CC=C2)=CC=1.C1C=CC(P(C2C=CC=CC=2)[C-]2C=CC=C2)=CC=1.Cl[Pd]Cl.[Fe+2].C1(C)C=CC=CC=1. The product is [OH:7][CH2:6][C:5]1[CH:8]=[CH:9][C:2]([C:14]2[C:13]([C:11]#[N:12])=[CH:18][CH:17]=[CH:16][CH:15]=2)=[C:3]([CH3:10])[CH:4]=1. The yield is 0.240.